The task is: Predict the product of the given reaction.. This data is from Forward reaction prediction with 1.9M reactions from USPTO patents (1976-2016). Given the reactants C[O:2][C:3](=[O:19])[C:4]1[CH:9]=[CH:8][CH:7]=[C:6]([CH2:10][O:11][C:12]2[CH:17]=[CH:16][C:15](I)=[CH:14][CH:13]=2)[CH:5]=1.[CH3:20][O:21][CH2:22][C:23]1[CH:24]=[C:25](B(O)O)[CH:26]=[CH:27][CH:28]=1, predict the reaction product. The product is: [CH3:20][O:21][CH2:22][C:23]1[CH:28]=[C:27]([C:15]2[CH:16]=[CH:17][C:12]([O:11][CH2:10][C:6]3[CH:5]=[C:4]([CH:9]=[CH:8][CH:7]=3)[C:3]([OH:2])=[O:19])=[CH:13][CH:14]=2)[CH:26]=[CH:25][CH:24]=1.